This data is from Full USPTO retrosynthesis dataset with 1.9M reactions from patents (1976-2016). The task is: Predict the reactants needed to synthesize the given product. The reactants are: F[C:2]1[CH:9]=[CH:8][CH:7]=[C:6]([F:10])[C:3]=1[C:4]#[N:5].[CH3:11][C:12]1[CH:17]=[CH:16][C:15]([SH:18])=[CH:14][CH:13]=1.C(=O)([O-])[O-].[K+].[K+].O. Given the product [F:10][C:6]1[CH:7]=[CH:8][CH:9]=[C:2]([S:18][C:15]2[CH:16]=[CH:17][C:12]([CH3:11])=[CH:13][CH:14]=2)[C:3]=1[C:4]#[N:5], predict the reactants needed to synthesize it.